Dataset: Catalyst prediction with 721,799 reactions and 888 catalyst types from USPTO. Task: Predict which catalyst facilitates the given reaction. Reactant: [CH3:1][O:2][C:3]1[CH:4]=[C:5](/[CH:16]=[CH:17]/[C:18]([C:20]2[CH:25]=[CH:24][C:23]([NH:26][S:27]([CH3:30])(=[O:29])=[O:28])=[CH:22][CH:21]=2)=[O:19])[CH:6]=[C:7]([C:11]2[S:12][CH:13]=[CH:14][CH:15]=2)[C:8]=1[O:9][CH3:10].[C:31](=O)([O-])[O-].[K+].[K+].CI. Product: [CH3:1][O:2][C:3]1[CH:4]=[C:5](/[CH:16]=[CH:17]/[C:18]([C:20]2[CH:25]=[CH:24][C:23]([N:26]([CH3:31])[S:27]([CH3:30])(=[O:28])=[O:29])=[CH:22][CH:21]=2)=[O:19])[CH:6]=[C:7]([C:11]2[S:12][CH:13]=[CH:14][CH:15]=2)[C:8]=1[O:9][CH3:10]. The catalyst class is: 18.